Dataset: B-cell epitopes from PDB crystal structures with 447 antigens. Task: Token-level Classification. Given an antigen amino acid sequence, predict which amino acid positions are active epitope sites capable of antibody binding. Output is a list of indices for active positions. (1) Given the antigen sequence: KSTYRTPNFDDVLKENNDADKGRSYAYFMVGAMGLLSSAGAKSTVETFISSMTATADVLAMAKVEVNLAAIPLGKNVVVKWQGKPVFIRHRTPHEIQEANSVDMSALKDPQTDADRVKDPQWLIMLGICTHLGCVPIGEAGDFGGWFCPCHGSHYDISGRIRKGPAPLNLEIPAYEFDGDKVIVG, which amino acid positions are active epitope sites? The epitope positions are: [92, 93, 95, 96, 99, 100, 101, 102, 103, 111, 112, 113, 116, 117, 118, 119, 120]. The amino acids at these positions are: PHIQNSVDMTDAVKDPQ. (2) Given the antigen sequence: SALHWRAAGAATVLLVIVLLAGSYLAVLAERGAPGAQLITYPRALWWSVETATTVGYGDLYPVTLWGRLVAVVVMVAGITSFGLVTAALATWFVGREQERAGH, which amino acid positions are active epitope sites? The epitope positions are: [23, 27, 30, 31, 32, 33, 34, 35, 36, 38, 39, 40, 42]. The amino acids at these positions are: YLRGAPGAQITYR. (3) The epitope positions are: [13, 15, 17, 18, 20, 155, 156, 157, 158, 180, 181, 185, 198, 201, 203]. The amino acids at these positions are: EDRSRGRTITQYDYY. Given the antigen sequence: TSACRINSVNVPSELDLRSLRTVTPIRMQGGCGSCWAFSGVAATESAYLAYRNTSLDLSEQELVDCASQHGCHGDTIPRGIEYIQQNGVVEERSYPYVAREQRCRRPNSQHYGISNYCQIYPPDVKQIREALTQTHTAIAVIIGIKDLRAFQHYDGRTIIQHDNGYQPNYHAVNIVGYGSTQGDDYWIVRNSWDTTWGDSGYGYFQAGNNLMMIEQYPYVVIM, which amino acid positions are active epitope sites?